The task is: Predict the reactants needed to synthesize the given product.. This data is from Full USPTO retrosynthesis dataset with 1.9M reactions from patents (1976-2016). (1) Given the product [C:1]([C:5]1[N:6]=[C:7]2[CH:12]=[C:11]([N:13]([CH3:14])[S:25]([N:24]([CH3:29])[CH3:23])(=[O:27])=[O:26])[CH:10]=[CH:9][N:8]2[C:15]=1[CH2:16][CH:17]1[CH2:18][CH2:19][CH2:20][CH2:21][CH2:22]1)([CH3:4])([CH3:2])[CH3:3], predict the reactants needed to synthesize it. The reactants are: [C:1]([C:5]1[N:6]=[C:7]2[CH:12]=[C:11]([NH:13][CH3:14])[CH:10]=[CH:9][N:8]2[C:15]=1[CH2:16][CH:17]1[CH2:22][CH2:21][CH2:20][CH2:19][CH2:18]1)([CH3:4])([CH3:3])[CH3:2].[CH3:23][N:24]([CH3:29])[S:25](Cl)(=[O:27])=[O:26]. (2) Given the product [Br:27][C:28]1[CH:35]=[C:32](/[CH:33]=[CH:9]/[C:10]([O:12][C:13]([CH3:14])([CH3:15])[CH3:16])=[O:11])[CH:31]=[N:30][CH:29]=1, predict the reactants needed to synthesize it. The reactants are: C(OP([CH2:9][C:10]([O:12][C:13]([CH3:16])([CH3:15])[CH3:14])=[O:11])(OCC)=O)C.C[Si]([N-][Si](C)(C)C)(C)C.[Na+].[Br:27][C:28]1[CH:29]=[N:30][CH:31]=[C:32]([CH:35]=1)[CH:33]=O.